Dataset: Full USPTO retrosynthesis dataset with 1.9M reactions from patents (1976-2016). Task: Predict the reactants needed to synthesize the given product. (1) Given the product [C:45]([C:37]1[C:38]([O:40][CH2:41][CH2:42][O:43][CH3:44])=[CH:39][C:34]([NH:33][C:32]([N:7]2[C:6]3[C:11](=[CH:12][C:13]([CH2:14][N:15]4[CH2:20][CH2:19][N:18]([CH3:21])[CH2:17][C:16]4=[O:22])=[C:4]([CH:3]([O:23][CH3:24])[O:2][CH3:1])[N:5]=3)[CH2:10][CH2:9][CH2:8]2)=[O:31])=[N:35][CH:36]=1)#[N:46], predict the reactants needed to synthesize it. The reactants are: [CH3:1][O:2][CH:3]([O:23][CH3:24])[C:4]1[C:13]([CH2:14][N:15]2[CH2:20][CH2:19][N:18]([CH3:21])[CH2:17][C:16]2=[O:22])=[CH:12][C:11]2[CH2:10][CH2:9][CH2:8][NH:7][C:6]=2[N:5]=1.C1([O:31][C:32](=O)[NH:33][C:34]2[CH:39]=[C:38]([O:40][CH2:41][CH2:42][O:43][CH3:44])[C:37]([C:45]#[N:46])=[CH:36][N:35]=2)C=CC=CC=1. (2) Given the product [CH3:1][N:2]1[C:6]([NH:7][C:8]([O:10][C@@H:11]([C:13]2[CH:18]=[CH:17][CH:16]=[CH:15][CH:14]=2)[CH3:12])=[O:9])=[C:5]([C:19]2[CH:20]=[CH:21][C:22]([C:25]3([C:28]([OH:30])=[O:29])[CH2:27][CH2:26]3)=[CH:23][CH:24]=2)[CH:4]=[N:3]1, predict the reactants needed to synthesize it. The reactants are: [CH3:1][N:2]1[C:6]([NH:7][C:8]([O:10][C@@H:11]([C:13]2[CH:18]=[CH:17][CH:16]=[CH:15][CH:14]=2)[CH3:12])=[O:9])=[C:5]([C:19]2[CH:24]=[CH:23][C:22]([C:25]3([C:28]([O:30]C)=[O:29])[CH2:27][CH2:26]3)=[CH:21][CH:20]=2)[CH:4]=[N:3]1.[OH-].[Li+]. (3) The reactants are: [Cl:1][C:2]1[CH:7]=[CH:6][C:5]([C:8]2[C:9](=[O:24])[N:10]([CH2:18][C:19]([O:21]CC)=[O:20])[C:11]3([CH2:17][CH2:16][O:15][CH2:14][CH2:13]3)[N:12]=2)=[CH:4][CH:3]=1.[OH-].[Na+]. Given the product [Cl:1][C:2]1[CH:7]=[CH:6][C:5]([C:8]2[C:9](=[O:24])[N:10]([CH2:18][C:19]([OH:21])=[O:20])[C:11]3([CH2:17][CH2:16][O:15][CH2:14][CH2:13]3)[N:12]=2)=[CH:4][CH:3]=1, predict the reactants needed to synthesize it. (4) Given the product [C:1]([O:4][C@H:5]1[C@@H:10]([O:11][C:12](=[O:14])[CH3:13])[C@H:9]([O:15][C:16](=[O:18])[CH3:17])[C@@H:8]([CH2:19][O:20][C:21](=[O:23])[CH3:22])[O:7][C@@H:6]1[O:24][C@H:25]1[C@H:30]([O:31][C:32](=[O:34])[CH3:33])[C@@H:29]([CH2:35][O:36][C:37](=[O:39])[CH3:38])[O:28][C@H:27]([O:40][C@H:41]2[C@H:46]([O:47][C:48](=[O:50])[CH3:49])[C@@H:45]([CH2:51][O:52][C:53](=[O:55])[CH3:54])[O:44][C@H:43]([O:56][C@H:57]3[C@H:62]([O:63][C:64](=[O:66])[CH3:65])[C@@H:61]([CH2:67][O:68][C:69](=[O:71])[CH3:70])[O:60][C@H:59]([O:72][C@H:73]4[C@@H:94]([O:95][C:96](=[O:98])[CH3:97])[C@H:93]([O:99][C:100](=[O:102])[CH3:101])[C@@H:92]([CH2:103][O:104][C:105](=[O:107])[CH3:106])[O:91][C@@H:74]4[O:75][CH2:76][CH2:77][CH2:78][CH2:79][CH2:80][CH2:81][CH2:82][CH2:83][CH2:84][CH2:85][CH2:86][CH2:87][N:88]4[CH:127]=[C:126]([C:120]5[CH:125]=[CH:124][CH:123]=[CH:122][CH:121]=5)[N:90]=[N:89]4)[C@H:58]3[O:108][C:109](=[O:111])[CH3:110])[C@H:42]2[O:112][C:113](=[O:115])[CH3:114])[C@H:26]1[O:116][C:117](=[O:119])[CH3:118])(=[O:3])[CH3:2], predict the reactants needed to synthesize it. The reactants are: [C:1]([O:4][C@H:5]1[C@@H:10]([O:11][C:12](=[O:14])[CH3:13])[C@H:9]([O:15][C:16](=[O:18])[CH3:17])[C@@H:8]([CH2:19][O:20][C:21](=[O:23])[CH3:22])[O:7][C@@H:6]1[O:24][C@H:25]1[C@H:30]([O:31][C:32](=[O:34])[CH3:33])[C@@H:29]([CH2:35][O:36][C:37](=[O:39])[CH3:38])[O:28][C@H:27]([O:40][C@H:41]2[C@H:46]([O:47][C:48](=[O:50])[CH3:49])[C@@H:45]([CH2:51][O:52][C:53](=[O:55])[CH3:54])[O:44][C@H:43]([O:56][C@H:57]3[C@H:62]([O:63][C:64](=[O:66])[CH3:65])[C@@H:61]([CH2:67][O:68][C:69](=[O:71])[CH3:70])[O:60][C@H:59]([O:72][C@H:73]4[C@@H:94]([O:95][C:96](=[O:98])[CH3:97])[C@H:93]([O:99][C:100](=[O:102])[CH3:101])[C@@H:92]([CH2:103][O:104][C:105](=[O:107])[CH3:106])[O:91][C@@H:74]4[O:75][CH2:76][CH2:77][CH2:78][CH2:79][CH2:80][CH2:81][CH2:82][CH2:83][CH2:84][CH2:85][CH2:86][CH2:87][N:88]=[N+:89]=[N-:90])[C@H:58]3[O:108][C:109](=[O:111])[CH3:110])[C@H:42]2[O:112][C:113](=[O:115])[CH3:114])[C@H:26]1[O:116][C:117](=[O:119])[CH3:118])(=[O:3])[CH3:2].[C:120]1([C:126]#[CH:127])[CH:125]=[CH:124][CH:123]=[CH:122][CH:121]=1.O=C1O[C@H]([C@H](CO)O)C([O-])=C1O.[Na+]. (5) Given the product [OH:11][C@:3]1([C:7]([O:9][CH3:10])=[O:8])[CH2:4][CH2:5][CH2:6][C@H:2]1[NH:1][S:32]([C:29]1[CH:30]=[CH:31][C:26]([O:25][CH2:24][C:22]2[C:21]3[C:16](=[CH:17][CH:18]=[CH:19][CH:20]=3)[N:15]=[C:14]([CH3:13])[CH:23]=2)=[CH:27][CH:28]=1)(=[O:33])=[O:34], predict the reactants needed to synthesize it. The reactants are: [NH2:1][C@@H:2]1[CH2:6][CH2:5][CH2:4][C@:3]1([OH:11])[C:7]([O:9][CH3:10])=[O:8].Cl.[CH3:13][C:14]1[CH:23]=[C:22]([CH2:24][O:25][C:26]2[CH:31]=[CH:30][C:29]([S:32](Cl)(=[O:34])=[O:33])=[CH:28][CH:27]=2)[C:21]2[C:16](=[CH:17][CH:18]=[CH:19][CH:20]=2)[N:15]=1.